This data is from NCI-60 drug combinations with 297,098 pairs across 59 cell lines. The task is: Regression. Given two drug SMILES strings and cell line genomic features, predict the synergy score measuring deviation from expected non-interaction effect. (1) Drug 1: COC1=CC(=CC(=C1O)OC)C2C3C(COC3=O)C(C4=CC5=C(C=C24)OCO5)OC6C(C(C7C(O6)COC(O7)C8=CC=CS8)O)O. Drug 2: CCC1(CC2CC(C3=C(CCN(C2)C1)C4=CC=CC=C4N3)(C5=C(C=C6C(=C5)C78CCN9C7C(C=CC9)(C(C(C8N6C)(C(=O)OC)O)OC(=O)C)CC)OC)C(=O)OC)O.OS(=O)(=O)O. Cell line: SK-MEL-5. Synergy scores: CSS=54.3, Synergy_ZIP=-6.43, Synergy_Bliss=-3.99, Synergy_Loewe=-23.1, Synergy_HSA=-0.0265. (2) Drug 1: C1CCN(CC1)CCOC2=CC=C(C=C2)C(=O)C3=C(SC4=C3C=CC(=C4)O)C5=CC=C(C=C5)O. Drug 2: COC1=NC(=NC2=C1N=CN2C3C(C(C(O3)CO)O)O)N. Cell line: UACC62. Synergy scores: CSS=-2.30, Synergy_ZIP=1.65, Synergy_Bliss=0.879, Synergy_Loewe=-1.67, Synergy_HSA=-2.22. (3) Drug 1: CS(=O)(=O)C1=CC(=C(C=C1)C(=O)NC2=CC(=C(C=C2)Cl)C3=CC=CC=N3)Cl. Drug 2: CN(C)N=NC1=C(NC=N1)C(=O)N. Cell line: A549. Synergy scores: CSS=9.72, Synergy_ZIP=-1.42, Synergy_Bliss=3.87, Synergy_Loewe=-0.0332, Synergy_HSA=2.32. (4) Drug 1: CC12CCC3C(C1CCC2=O)CC(=C)C4=CC(=O)C=CC34C. Drug 2: CN(CCCl)CCCl.Cl. Cell line: U251. Synergy scores: CSS=38.6, Synergy_ZIP=-3.43, Synergy_Bliss=-1.90, Synergy_Loewe=-1.22, Synergy_HSA=-1.12. (5) Drug 1: CNC(=O)C1=CC=CC=C1SC2=CC3=C(C=C2)C(=NN3)C=CC4=CC=CC=N4. Drug 2: CCC1(C2=C(COC1=O)C(=O)N3CC4=CC5=C(C=CC(=C5CN(C)C)O)N=C4C3=C2)O.Cl. Cell line: IGROV1. Synergy scores: CSS=5.03, Synergy_ZIP=-6.35, Synergy_Bliss=-5.33, Synergy_Loewe=-21.0, Synergy_HSA=-5.42.